From a dataset of Forward reaction prediction with 1.9M reactions from USPTO patents (1976-2016). Predict the product of the given reaction. (1) Given the reactants [Cl:1][C:2]1[CH:7]=[C:6](I)[CH:5]=[CH:4][N:3]=1.[F:9][C:10]1[CH:16]=[CH:15][C:13]([NH2:14])=[CH:12][C:11]=1[O:17][CH3:18].C1(P(C2C=CC=CC=2)CCCP(C2C=CC=CC=2)C2C=CC=CC=2)C=CC=CC=1.CC(C)([O-])C.[Na+].OP([O-])(O)=O.[K+], predict the reaction product. The product is: [Cl:1][C:2]1[CH:7]=[C:6]([NH:14][C:13]2[CH:15]=[CH:16][C:10]([F:9])=[C:11]([O:17][CH3:18])[CH:12]=2)[CH:5]=[CH:4][N:3]=1. (2) Given the reactants Br[C:2]1[CH:3]=[C:4]2[C:8](=[C:9]([CH2:11][CH3:12])[CH:10]=1)[NH:7][C:6]1[C:13]([CH2:19][CH2:20][OH:21])([CH2:17][CH3:18])[O:14][CH2:15][CH2:16][C:5]2=1.P([O-])([O-])([O-])=O.[K+].[K+].[K+].[C:30]1(B(O)O)[CH:35]=[CH:34][CH:33]=[CH:32][CH:31]=1.ClCCl, predict the reaction product. The product is: [CH2:17]([C:13]1([CH2:19][CH2:20][OH:21])[C:6]2[NH:7][C:8]3[C:4]([C:5]=2[CH2:16][CH2:15][O:14]1)=[CH:3][C:2]([C:30]1[CH:35]=[CH:34][CH:33]=[CH:32][CH:31]=1)=[CH:10][C:9]=3[CH2:11][CH3:12])[CH3:18]. (3) The product is: [C:2]1([C:1]2[O:8][C:12](=[O:13])[S:11][N:9]=2)[CH:7]=[CH:6][CH:5]=[CH:4][CH:3]=1. Given the reactants [C:1]([NH2:9])(=[O:8])[C:2]1[CH:7]=[CH:6][CH:5]=[CH:4][CH:3]=1.Cl[SH:11].[C:12](Cl)(Cl)=[O:13], predict the reaction product.